Dataset: Reaction yield outcomes from USPTO patents with 853,638 reactions. Task: Predict the reaction yield, written as a fraction of the theoretical maximum amount of product (1.0 means a 100% yield; for example, 0.34 means a 34% yield). (1) The reactants are [OH:1][C:2]1[CH:7]=[CH:6][C:5]([S:8][C:9]([CH3:15])([CH3:14])[C:10]([O:12][CH3:13])=[O:11])=[CH:4][CH:3]=1.CC(OC(/N=N/C(OC(C)C)=O)=O)C.[Cl:30][C:31]1[CH:39]=[C:38]([Cl:40])[CH:37]=[CH:36][C:32]=1[CH2:33][CH2:34]O.C1(P(C2C=CC=CC=2)C2C=CC=CC=2)C=CC=CC=1. The catalyst is C1COCC1. The product is [Cl:30][C:31]1[CH:39]=[C:38]([Cl:40])[CH:37]=[CH:36][C:32]=1[CH2:33][CH2:34][O:1][C:2]1[CH:7]=[CH:6][C:5]([S:8][C:9]([CH3:15])([CH3:14])[C:10]([O:12][CH3:13])=[O:11])=[CH:4][CH:3]=1. The yield is 0.700. (2) The reactants are [Li+].[CH3:2][C:3]1[C:4]([C:24]([O-])=[O:25])=[CH:5][C:6]2[O:10][C:9]([C:17]3[CH:22]=[CH:21][CH:20]=[CH:19][CH:18]=3)([C:11]3[CH:16]=[CH:15][CH:14]=[CH:13][CH:12]=3)[O:8][C:7]=2[CH:23]=1.C[N+](C)=C(N(C)C)O[N:31]1[C:35]2C=[CH:37][CH:38]=[CH:39][C:34]=2N=N1.F[P-](F)(F)(F)(F)F.N1CCCCC1. The catalyst is CN(C)C=O. The product is [CH3:2][C:3]1[C:4]([C:24]([N:31]2[CH2:37][CH2:38][CH2:39][CH2:34][CH2:35]2)=[O:25])=[CH:5][C:6]2[O:10][C:9]([C:11]3[CH:16]=[CH:15][CH:14]=[CH:13][CH:12]=3)([C:17]3[CH:18]=[CH:19][CH:20]=[CH:21][CH:22]=3)[O:8][C:7]=2[CH:23]=1. The yield is 0.610.